Dataset: Peptide-MHC class I binding affinity with 185,985 pairs from IEDB/IMGT. Task: Regression. Given a peptide amino acid sequence and an MHC pseudo amino acid sequence, predict their binding affinity value. This is MHC class I binding data. The peptide sequence is TAVAKCNEKH. The MHC is HLA-A11:01 with pseudo-sequence HLA-A11:01. The binding affinity (normalized) is 0.